From a dataset of Catalyst prediction with 721,799 reactions and 888 catalyst types from USPTO. Predict which catalyst facilitates the given reaction. (1) Reactant: [H-].[Al+3].[Li+].[H-].[H-].[H-].C[O:8][C:9](=O)[C:10]([C:22]1[CH:27]=[CH:26][C:25]([O:28][CH3:29])=[CH:24][CH:23]=1)=[CH:11][C:12]1[CH:17]=[CH:16][C:15]([O:18][CH3:19])=[C:14]([O:20][CH3:21])[CH:13]=1.C(OCC)(=O)C.O. Product: [CH3:21][O:20][C:14]1[CH:13]=[C:12]([CH:11]=[C:10]([C:22]2[CH:23]=[CH:24][C:25]([O:28][CH3:29])=[CH:26][CH:27]=2)[CH2:9][OH:8])[CH:17]=[CH:16][C:15]=1[O:18][CH3:19]. The catalyst class is: 7. (2) Reactant: [CH2:1]([N:3]1[C:10](=[O:11])[CH:9]([CH2:12][C:13]2[CH:18]=[CH:17][CH:16]=[CH:15][CH:14]=2)[CH2:8][C@H:4]1[C:5]([OH:7])=O)[CH3:2].C(N1CCOCC1)C.ON1C2C=CC=CC=2N=N1.Cl.CN(C)CCCN=C=NCC.[Cl:49][C:50]1[CH:55]=[C:54]([F:56])[CH:53]=[CH:52][C:51]=1[CH2:57][NH2:58].C(=O)([O-])O.[Na+]. Product: [Cl:49][C:50]1[CH:55]=[C:54]([F:56])[CH:53]=[CH:52][C:51]=1[CH2:57][NH:58][C:5](=[O:7])[C@@H:4]1[CH2:8][CH:9]([CH2:12][C:13]2[CH:18]=[CH:17][CH:16]=[CH:15][CH:14]=2)[C:10](=[O:11])[N:3]1[CH2:1][CH3:2]. The catalyst class is: 120. (3) Reactant: C[O:2][C:3]1[CH:4]=[C:5]2[C:9](=[CH:10][CH:11]=1)[NH:8][C:7]([CH3:12])=[CH:6]2.B(Br)(Br)Br. Product: [CH3:12][C:7]1[NH:8][C:9]2[C:5]([CH:6]=1)=[CH:4][C:3]([OH:2])=[CH:11][CH:10]=2. The catalyst class is: 2. (4) Reactant: [CH3:1][O:2][C:3]1[CH:4]=[C:5]2[C:10](=[CH:11][C:12]=1[O:13][CH2:14][CH:15]1[CH2:19][CH2:18][CH2:17][NH:16]1)[N:9]=[CH:8][CH:7]=[C:6]2[O:20][C:21]1[CH:26]=[CH:25][C:24]([NH:27][C:28](=[O:35])[C:29]2[CH:34]=[CH:33][CH:32]=[CH:31][CH:30]=2)=[CH:23][CH:22]=1.[CH:36]1([O:41][C:42](=[O:55])[C@@H:43]([NH:47][C:48]([O:50][C:51]([CH3:54])([CH3:53])[CH3:52])=[O:49])[CH2:44][CH2:45]Br)[CH2:40][CH2:39][CH2:38][CH2:37]1.C(N(C(C)C)CC)(C)C. Product: [CH:36]1([O:41][C:42](=[O:55])[C@@H:43]([NH:47][C:48]([O:50][C:51]([CH3:54])([CH3:53])[CH3:52])=[O:49])[CH2:44][CH2:45][N:16]2[CH2:17][CH2:18][CH2:19][CH:15]2[CH2:14][O:13][C:12]2[CH:11]=[C:10]3[C:5]([C:6]([O:20][C:21]4[CH:26]=[CH:25][C:24]([NH:27][C:28](=[O:35])[C:29]5[CH:30]=[CH:31][CH:32]=[CH:33][CH:34]=5)=[CH:23][CH:22]=4)=[CH:7][CH:8]=[N:9]3)=[CH:4][C:3]=2[O:2][CH3:1])[CH2:37][CH2:38][CH2:39][CH2:40]1. The catalyst class is: 10. (5) Reactant: [CH2:1]([C:3]1O[C:5](=[O:13])[C:6]2[CH:12]=[CH:11][CH:10]=[N:9][C:7]=2[N:8]=1)[CH3:2].[F:14][C:15]1[CH:21]=[CH:20][C:18]([NH2:19])=[CH:17][CH:16]=1. Product: [CH2:1]([C:3]1[N:19]([C:18]2[CH:20]=[CH:21][C:15]([F:14])=[CH:16][CH:17]=2)[C:5](=[O:13])[C:6]2[CH:12]=[CH:11][CH:10]=[N:9][C:7]=2[N:8]=1)[CH3:2]. The catalyst class is: 11. (6) Reactant: CN(C(ON1N=NC2C=CC=NC1=2)=[N+](C)C)C.F[P-](F)(F)(F)(F)F.[CH2:25]([NH:27][C:28](=[O:58])[NH:29][C:30]1[N:35]=[CH:34][C:33]([C:36]2[N:41]=[C:40]([C:42]([OH:44])=O)[CH:39]=[N:38][CH:37]=2)=[C:32]([C:45]2[S:46][CH:47]=[C:48]([C:50]3[CH:55]=[CH:54][CH:53]=[C:52]([O:56][CH3:57])[N:51]=3)[N:49]=2)[CH:31]=1)[CH3:26].[NH:59]([C:61]([O:63][C:64]([CH3:67])([CH3:66])[CH3:65])=[O:62])[NH2:60].CCN(C(C)C)C(C)C. Product: [CH2:25]([NH:27][C:28](=[O:58])[NH:29][C:30]1[N:35]=[CH:34][C:33]([C:36]2[N:41]=[C:40]([C:42]([NH:60][NH:59][C:61]([O:63][C:64]([CH3:67])([CH3:66])[CH3:65])=[O:62])=[O:44])[CH:39]=[N:38][CH:37]=2)=[C:32]([C:45]2[S:46][CH:47]=[C:48]([C:50]3[CH:55]=[CH:54][CH:53]=[C:52]([O:56][CH3:57])[N:51]=3)[N:49]=2)[CH:31]=1)[CH3:26]. The catalyst class is: 248. (7) Reactant: [CH3:1][O:2][C:3]1[CH:12]=[C:11]2[C:6]([C:7]([CH2:14][N:15]3[C:21](=[O:22])[C@@H:20]([NH:23][C:24](=[O:36])[C@@H:25]([N:27](C)[C:28](=O)OC(C)(C)C)[CH3:26])[C@H:19]([CH3:37])[N:18]([C:38](=[O:44])[CH2:39][S:40]([CH3:43])(=[O:42])=[O:41])[C:17]4[CH:45]=[CH:46][CH:47]=[CH:48][C:16]3=4)=[CH:8][C:9](=[O:13])[O:10]2)=[CH:5][CH:4]=1.[C:49]([OH:55])([C:51]([F:54])([F:53])[F:52])=[O:50]. Product: [F:52][C:51]([F:54])([F:53])[C:49]([OH:55])=[O:50].[CH3:1][O:2][C:3]1[CH:12]=[C:11]2[C:6]([C:7]([CH2:14][N:15]3[C:21](=[O:22])[C@@H:20]([NH:23][C:24](=[O:36])[C@@H:25]([NH:27][CH3:28])[CH3:26])[C@H:19]([CH3:37])[N:18]([C:38](=[O:44])[CH2:39][S:40]([CH3:43])(=[O:42])=[O:41])[C:17]4[CH:45]=[CH:46][CH:47]=[CH:48][C:16]3=4)=[CH:8][C:9](=[O:13])[O:10]2)=[CH:5][CH:4]=1. The catalyst class is: 2. (8) Reactant: C([Li])CCC.Br[C:7]1[CH:12]=[CH:11][C:10]([O:13][CH2:14][CH:15]2[CH2:17][CH2:16]2)=[C:9]([O:18][C:19]([F:22])([F:21])[F:20])[CH:8]=1.CN([CH:26]=[O:27])C. Product: [CH:15]1([CH2:14][O:13][C:10]2[CH:11]=[CH:12][C:7]([CH:26]=[O:27])=[CH:8][C:9]=2[O:18][C:19]([F:22])([F:21])[F:20])[CH2:17][CH2:16]1. The catalyst class is: 1.